From a dataset of M1 muscarinic receptor antagonist screen with 61,756 compounds. Binary Classification. Given a drug SMILES string, predict its activity (active/inactive) in a high-throughput screening assay against a specified biological target. (1) The molecule is s1c(nn2c(nnc12)c1ccccc1)c1ccc(OCC)cc1. The result is 0 (inactive). (2) The molecule is O(CCn1c2nc3n(c(=O)c2cc(c1=N)C(=O)NCCc1ccccc1)cccc3C)C. The result is 1 (active).